Dataset: Full USPTO retrosynthesis dataset with 1.9M reactions from patents (1976-2016). Task: Predict the reactants needed to synthesize the given product. Given the product [NH2:12][C@H:8]1[CH2:7][O:6][CH2:5][C@H:4]([O:23][CH2:24][CH:25]([CH3:26])[CH3:27])[C@@H:3]([O:28][CH2:29][CH:30]([CH3:32])[CH3:31])[C@H:2]([CH3:1])[O:10][C:9]1=[O:11], predict the reactants needed to synthesize it. The reactants are: [CH3:1][C@@H:2]1[O:10][C:9](=[O:11])[C@@H:8]([NH:12]C(=O)OCC2C=CC=CC=2)[CH2:7][O:6][CH2:5][C@H:4]([O:23][CH2:24][C:25]([CH3:27])=[CH2:26])[C@H:3]1[O:28][CH2:29][C:30]([CH3:32])=[CH2:31].